This data is from Peptide-MHC class II binding affinity with 134,281 pairs from IEDB. The task is: Regression. Given a peptide amino acid sequence and an MHC pseudo amino acid sequence, predict their binding affinity value. This is MHC class II binding data. (1) The peptide sequence is AEAPAAAAAPEEQVQ. The MHC is DRB1_0701 with pseudo-sequence DRB1_0701. The binding affinity (normalized) is 0.196. (2) The peptide sequence is AFKVALTAANAAPAN. The MHC is DRB1_1001 with pseudo-sequence DRB1_1001. The binding affinity (normalized) is 0.844. (3) The peptide sequence is EKKYFAATQFMPLAA. The MHC is HLA-DQA10501-DQB10301 with pseudo-sequence HLA-DQA10501-DQB10301. The binding affinity (normalized) is 0.367.